Predict the reactants needed to synthesize the given product. From a dataset of Full USPTO retrosynthesis dataset with 1.9M reactions from patents (1976-2016). Given the product [F:15][C:2]([F:1])([F:16])[O:3][C:4]1[CH:5]=[C:6]2[C:7](=[CH:8][CH:9]=1)[C:12](=[O:14])[CH2:11][CH2:10]2, predict the reactants needed to synthesize it. The reactants are: [F:1][C:2]([F:16])([F:15])[O:3][C:4]1[CH:5]=[C:6]([CH2:10][CH2:11][C:12]([OH:14])=O)[CH:7]=[CH:8][CH:9]=1.